Task: Regression. Given two drug SMILES strings and cell line genomic features, predict the synergy score measuring deviation from expected non-interaction effect.. Dataset: NCI-60 drug combinations with 297,098 pairs across 59 cell lines Drug 1: CC(C1=C(C=CC(=C1Cl)F)Cl)OC2=C(N=CC(=C2)C3=CN(N=C3)C4CCNCC4)N. Drug 2: CC1=C(C(CCC1)(C)C)C=CC(=CC=CC(=CC(=O)O)C)C. Cell line: SW-620. Synergy scores: CSS=5.74, Synergy_ZIP=-0.686, Synergy_Bliss=1.71, Synergy_Loewe=-7.97, Synergy_HSA=-2.44.